Dataset: NCI-60 drug combinations with 297,098 pairs across 59 cell lines. Task: Regression. Given two drug SMILES strings and cell line genomic features, predict the synergy score measuring deviation from expected non-interaction effect. (1) Drug 1: C1=CN(C=N1)CC(O)(P(=O)(O)O)P(=O)(O)O. Drug 2: CCC1(C2=C(COC1=O)C(=O)N3CC4=CC5=C(C=CC(=C5CN(C)C)O)N=C4C3=C2)O.Cl. Cell line: T-47D. Synergy scores: CSS=11.2, Synergy_ZIP=-4.97, Synergy_Bliss=1.59, Synergy_Loewe=-18.8, Synergy_HSA=1.44. (2) Drug 1: C(=O)(N)NO. Drug 2: CCCCC(=O)OCC(=O)C1(CC(C2=C(C1)C(=C3C(=C2O)C(=O)C4=C(C3=O)C=CC=C4OC)O)OC5CC(C(C(O5)C)O)NC(=O)C(F)(F)F)O. Cell line: MALME-3M. Synergy scores: CSS=42.4, Synergy_ZIP=5.66, Synergy_Bliss=4.22, Synergy_Loewe=-12.2, Synergy_HSA=3.04. (3) Drug 1: CC1=C(C(=O)C2=C(C1=O)N3CC4C(C3(C2COC(=O)N)OC)N4)N. Drug 2: C1CN(P(=O)(OC1)NCCCl)CCCl. Cell line: SF-295. Synergy scores: CSS=61.8, Synergy_ZIP=-2.58, Synergy_Bliss=-2.65, Synergy_Loewe=-61.7, Synergy_HSA=-1.61. (4) Drug 1: C1CCC(C1)C(CC#N)N2C=C(C=N2)C3=C4C=CNC4=NC=N3. Drug 2: CC=C1C(=O)NC(C(=O)OC2CC(=O)NC(C(=O)NC(CSSCCC=C2)C(=O)N1)C(C)C)C(C)C. Cell line: KM12. Synergy scores: CSS=69.9, Synergy_ZIP=-4.38, Synergy_Bliss=-4.07, Synergy_Loewe=-10.7, Synergy_HSA=-1.69. (5) Drug 1: C1CN1C2=NC(=NC(=N2)N3CC3)N4CC4. Drug 2: CC12CCC3C(C1CCC2OP(=O)(O)O)CCC4=C3C=CC(=C4)OC(=O)N(CCCl)CCCl.[Na+]. Cell line: SN12C. Synergy scores: CSS=35.6, Synergy_ZIP=-4.43, Synergy_Bliss=-0.0314, Synergy_Loewe=-4.07, Synergy_HSA=0.795. (6) Drug 1: C1C(C(OC1N2C=NC(=NC2=O)N)CO)O. Drug 2: C(CCl)NC(=O)N(CCCl)N=O. Cell line: SK-MEL-5. Synergy scores: CSS=2.83, Synergy_ZIP=-3.66, Synergy_Bliss=-8.09, Synergy_Loewe=-7.96, Synergy_HSA=-8.91. (7) Drug 1: CS(=O)(=O)CCNCC1=CC=C(O1)C2=CC3=C(C=C2)N=CN=C3NC4=CC(=C(C=C4)OCC5=CC(=CC=C5)F)Cl. Drug 2: CN(C(=O)NC(C=O)C(C(C(CO)O)O)O)N=O. Cell line: SK-MEL-5. Synergy scores: CSS=6.29, Synergy_ZIP=-1.42, Synergy_Bliss=2.07, Synergy_Loewe=-0.0246, Synergy_HSA=1.75. (8) Drug 1: CNC(=O)C1=CC=CC=C1SC2=CC3=C(C=C2)C(=NN3)C=CC4=CC=CC=N4. Drug 2: C(CCl)NC(=O)N(CCCl)N=O. Cell line: OVCAR3. Synergy scores: CSS=-0.157, Synergy_ZIP=0.461, Synergy_Bliss=1.90, Synergy_Loewe=-0.981, Synergy_HSA=-1.36. (9) Drug 1: CC1CCCC2(C(O2)CC(NC(=O)CC(C(C(=O)C(C1O)C)(C)C)O)C(=CC3=CSC(=N3)C)C)C. Drug 2: B(C(CC(C)C)NC(=O)C(CC1=CC=CC=C1)NC(=O)C2=NC=CN=C2)(O)O. Cell line: CCRF-CEM. Synergy scores: CSS=78.5, Synergy_ZIP=-0.0836, Synergy_Bliss=-0.287, Synergy_Loewe=-0.540, Synergy_HSA=0.585.